Dataset: Forward reaction prediction with 1.9M reactions from USPTO patents (1976-2016). Task: Predict the product of the given reaction. (1) The product is: [CH3:1][C:2]1[CH:7]=[C:6]([N:8]2[CH2:12][CH2:11][CH:10]([N:13]3[CH2:17][CH2:16][CH2:15][CH:14]3[CH3:18])[CH2:9]2)[CH:5]=[CH:4][C:3]=1[NH:19][C:31]([C:26]1[O:27][C:28]2[C:23]([C:24](=[O:34])[CH:25]=1)=[CH:22][C:21]([CH3:20])=[CH:30][CH:29]=2)=[O:32]. Given the reactants [CH3:1][C:2]1[CH:7]=[C:6]([N:8]2[CH2:12][CH2:11][CH:10]([N:13]3[CH2:17][CH2:16][CH2:15][CH:14]3[CH3:18])[CH2:9]2)[CH:5]=[CH:4][C:3]=1[NH2:19].[CH3:20][C:21]1[CH:22]=[C:23]2[C:28](=[CH:29][CH:30]=1)[O:27][C:26]([C:31](O)=[O:32])=[CH:25][C:24]2=[O:34], predict the reaction product. (2) Given the reactants [CH3:1][C:2]1[O:6][N:5]=[C:4]([C:7]2[S:11][C:10]([NH2:12])=[N:9][C:8]=2[C:13]2[CH:18]=[CH:17][CH:16]=[CH:15][CH:14]=2)[N:3]=1.[CH3:19][CH:20]([CH3:25])[CH2:21][C:22](Cl)=[O:23], predict the reaction product. The product is: [CH3:19][CH:20]([CH3:25])[CH2:21][C:22]([NH:12][C:10]1[S:11][C:7]([C:4]2[N:3]=[C:2]([CH3:1])[O:6][N:5]=2)=[C:8]([C:13]2[CH:14]=[CH:15][CH:16]=[CH:17][CH:18]=2)[N:9]=1)=[O:23]. (3) Given the reactants O=[C:2]1[CH2:7][CH2:6][N:5]([C:8]2[CH:13]=[CH:12][C:11]([N:14]3[CH2:18][C@H:17]([CH2:19][O:20][C:21]4[CH:25]=[CH:24][O:23][N:22]=4)[O:16][C:15]3=[O:26])=[CH:10][C:9]=2[F:27])[CH2:4][CH2:3]1.[OH:28][CH2:29][CH2:30][NH:31][NH2:32], predict the reaction product. The product is: [OH:28][CH2:29][CH2:30][NH:31][N:32]=[C:2]1[CH2:3][CH2:4][N:5]([C:8]2[CH:13]=[CH:12][C:11]([N:14]3[CH2:18][C@H:17]([CH2:19][O:20][C:21]4[CH:25]=[CH:24][O:23][N:22]=4)[O:16][C:15]3=[O:26])=[CH:10][C:9]=2[F:27])[CH2:6][CH2:7]1. (4) Given the reactants Br[C:2]1[C:3]([O:32][CH3:33])=[CH:4][C:5]2[CH2:6][CH2:7][N:8]3[C:14]4[C:15](=[O:26])[N:16]([C:22]([CH3:25])([CH3:24])[CH3:23])[CH2:17][CH2:18][CH2:19][O:20][CH2:21][C:13]=4[C:12]([C:27]4[S:28][CH:29]=[CH:30][CH:31]=4)=[C:9]3[C:10]=2[CH:11]=1.C([Sn](CCCC)(CCCC)[C:39]1[CH:44]=[N:43][CH:42]=[CH:41][N:40]=1)CCC.C(OCC)C, predict the reaction product. The product is: [C:22]([N:16]1[C:15](=[O:26])[C:14]2[N:8]3[CH2:7][CH2:6][C:5]4[CH:4]=[C:3]([O:32][CH3:33])[C:2]([C:39]5[CH:44]=[N:43][CH:42]=[CH:41][N:40]=5)=[CH:11][C:10]=4[C:9]3=[C:12]([C:27]3[S:28][CH:29]=[CH:30][CH:31]=3)[C:13]=2[CH2:21][O:20][CH2:19][CH2:18][CH2:17]1)([CH3:25])([CH3:23])[CH3:24]. (5) Given the reactants Br[C:2]1[CH:3]=[C:4]([C:8]2[CH:17]=[CH:16][C:15]3[C:10](=[C:11]4[CH:25]=[CH:24][CH:23]=[CH:22][C:12]4=[C:13]4[CH:21]=[CH:20][CH:19]=[CH:18][C:14]4=3)[N:9]=2)[CH:5]=[CH:6][CH:7]=1.[CH:26]1[C:34]2[C:33]3[CH:35]=[CH:36][CH:37]=[CH:38][C:32]=3[S:31][C:30]=2[C:29]([C:39]2[CH:40]=[C:41](B(O)O)[CH:42]=[CH:43][CH:44]=2)=[CH:28][CH:27]=1.C1(C)C=CC=CC=1P(C1C=CC=CC=1C)C1C=CC=CC=1C.C(=O)([O-])[O-].[K+].[K+], predict the reaction product. The product is: [CH:26]1[C:34]2[C:33]3[CH:35]=[CH:36][CH:37]=[CH:38][C:32]=3[S:31][C:30]=2[C:29]([C:39]2[CH:40]=[C:41]([C:2]3[CH:3]=[C:4]([C:8]4[CH:17]=[CH:16][C:15]5[C:10](=[C:11]6[CH:25]=[CH:24][CH:23]=[CH:22][C:12]6=[C:13]6[CH:21]=[CH:20][CH:19]=[CH:18][C:14]6=5)[N:9]=4)[CH:5]=[CH:6][CH:7]=3)[CH:42]=[CH:43][CH:44]=2)=[CH:28][CH:27]=1. (6) Given the reactants CS(O[C:6]([C:12]1[CH:21]=[CH:20][C:19]2[C:14](=[CH:15][CH:16]=[C:17]([Br:22])[CH:18]=2)[N:13]=1)([CH3:11])[C:7]([F:10])([F:9])[F:8])(=O)=O.[CH3:23][Al](C)C, predict the reaction product. The product is: [Br:22][C:17]1[CH:18]=[C:19]2[C:14](=[CH:15][CH:16]=1)[N:13]=[C:12]([C:6]([CH3:23])([CH3:11])[C:7]([F:10])([F:9])[F:8])[CH:21]=[CH:20]2. (7) Given the reactants [NH:1]1[C:9]2[C:4](=[CH:5][CH:6]=[CH:7][CH:8]=2)[CH:3]=[CH:2]1.[H-].[Na+].[S:12](Cl)([C:15]1[CH:21]=[CH:20][C:18]([CH3:19])=[CH:17][CH:16]=1)(=[O:14])=[O:13].Cl, predict the reaction product. The product is: [S:12]([N:1]1[C:9]2[C:4](=[CH:5][CH:6]=[CH:7][CH:8]=2)[CH:3]=[CH:2]1)([C:15]1[CH:21]=[CH:20][C:18]([CH3:19])=[CH:17][CH:16]=1)(=[O:14])=[O:13]. (8) Given the reactants [NH2:1][C:2]1[S:3][C:4]2[CH2:13][CH2:12][C:11](=[O:14])[C:10]3[C:6](=[CH:7][N:8]([CH2:15][C:16]4[CH:21]=[CH:20][C:19]([O:22][CH3:23])=[CH:18][CH:17]=4)[N:9]=3)[C:5]=2[N:24]=1.Cl[C:26]1[N:31]=[C:30]([CH3:32])[CH:29]=[CH:28][N:27]=1.CC1(C)C2C(=C(P(C3C=CC=CC=3)C3C=CC=CC=3)C=CC=2)OC2C(P(C3C=CC=CC=3)C3C=CC=CC=3)=CC=CC1=2.C([O-])([O-])=O.[Cs+].[Cs+], predict the reaction product. The product is: [CH3:23][O:22][C:19]1[CH:20]=[CH:21][C:16]([CH2:15][N:8]2[CH:7]=[C:6]3[C:10]([C:11](=[O:14])[CH2:12][CH2:13][C:4]4[S:3][C:2]([NH:1][C:26]5[N:31]=[C:30]([CH3:32])[CH:29]=[CH:28][N:27]=5)=[N:24][C:5]=43)=[N:9]2)=[CH:17][CH:18]=1. (9) Given the reactants [CH2:1]([O:3][CH:4]([O:63][CH2:64][CH3:65])[C@@H:5]([N:7]([CH2:52][C:53]1[CH:54]=[CH:55][CH:56]=[C:57]2[C:62]=1[N:61]=[CH:60][CH:59]=[CH:58]2)[C:8](=[O:51])[C@@H:9]([NH:33]C(=O)OCC1C2C=CC=CC=2C2C1=CC=CC=2)[CH2:10][C:11](=[O:32])[NH:12][C:13]([C:26]1[CH:31]=[CH:30][CH:29]=[CH:28][CH:27]=1)([C:20]1[CH:25]=[CH:24][CH:23]=[CH:22][CH:21]=1)[C:14]1[CH:19]=[CH:18][CH:17]=[CH:16][CH:15]=1)[CH3:6])[CH3:2].N1CCCCC1.CC(=O)OCC.CO, predict the reaction product. The product is: [NH2:33][C@@H:9]([CH2:10][C:11]([NH:12][C:13]([C:20]1[CH:21]=[CH:22][CH:23]=[CH:24][CH:25]=1)([C:26]1[CH:31]=[CH:30][CH:29]=[CH:28][CH:27]=1)[C:14]1[CH:15]=[CH:16][CH:17]=[CH:18][CH:19]=1)=[O:32])[C:8]([N:7]([C@@H:5]([CH3:6])[CH:4]([O:3][CH2:1][CH3:2])[O:63][CH2:64][CH3:65])[CH2:52][C:53]1[CH:54]=[CH:55][CH:56]=[C:57]2[C:62]=1[N:61]=[CH:60][CH:59]=[CH:58]2)=[O:51]. (10) Given the reactants [CH3:1][S:2]([C:5]1[CH:10]=[CH:9][C:8]([C:11]2[N:16]=[CH:15][C:14]([O:17][CH2:18][CH:19]3[CH2:24][CH2:23][N:22](C(OC(C)(C)C)=O)[CH2:21][CH2:20]3)=[CH:13][CH:12]=2)=[CH:7][CH:6]=1)(=[O:4])=[O:3].[ClH:32].CO, predict the reaction product. The product is: [ClH:32].[CH3:1][S:2]([C:5]1[CH:10]=[CH:9][C:8]([C:11]2[CH:12]=[CH:13][C:14]([O:17][CH2:18][CH:19]3[CH2:24][CH2:23][NH:22][CH2:21][CH2:20]3)=[CH:15][N:16]=2)=[CH:7][CH:6]=1)(=[O:3])=[O:4].